This data is from Full USPTO retrosynthesis dataset with 1.9M reactions from patents (1976-2016). The task is: Predict the reactants needed to synthesize the given product. Given the product [NH2:1][C:4]1[CH:5]=[CH:6][C:7]([CH2:10][CH2:11][C:12]([O:14][CH2:15][CH3:16])=[O:13])=[CH:8][CH:9]=1, predict the reactants needed to synthesize it. The reactants are: [N+:1]([C:4]1[CH:9]=[CH:8][C:7]([CH:10]=[CH:11][C:12]([O:14][CH2:15][CH3:16])=[O:13])=[CH:6][CH:5]=1)([O-])=O.